This data is from Full USPTO retrosynthesis dataset with 1.9M reactions from patents (1976-2016). The task is: Predict the reactants needed to synthesize the given product. (1) Given the product [Si:5]([O:6][CH:7]([CH2:32][CH2:33][CH2:34][CH2:35][CH2:36][CH2:37][CH3:38])[CH2:8][CH2:9][C@@H:10]1[C@@H:11]2[C@@H:12]([O:22][C:29](=[O:30])[CH2:28][CH2:27][CH2:26][CH:25]=[CH:24][CH2:23]2)[CH2:13][C@H:14]1[O:15][CH:16]1[CH2:21][CH2:20][CH2:19][CH2:18][O:17]1)([C:1]([CH3:4])([CH3:2])[CH3:3])([CH3:40])[CH3:39], predict the reactants needed to synthesize it. The reactants are: [C:1]([Si:5]([CH3:40])([CH3:39])[O:6][CH:7]([CH2:32][CH2:33][CH2:34][CH2:35][CH2:36][CH2:37][CH3:38])[CH2:8][CH2:9][C@H:10]1[C@H:14]([O:15][CH:16]2[CH2:21][CH2:20][CH2:19][CH2:18][O:17]2)[CH2:13][C@H:12]([OH:22])[C@@H:11]1[CH2:23]/[CH:24]=[CH:25]\[CH2:26][CH2:27][CH2:28][C:29](O)=[O:30])([CH3:4])([CH3:3])[CH3:2].C1C=C(SSC2N=CC=CC=2)N=CC=1.C1(P(C2C=CC=CC=2)C2C=CC=CC=2)C=CC=CC=1. (2) Given the product [NH:10]1[C:14]2=[N:15][CH:16]=[CH:17][CH:18]=[C:13]2[C:12]([C:19]2[CH:24]=[CH:23][N:22]=[C:21]([CH2:25][NH:26][C:35]3[N:36]=[CH:37][CH:38]=[CH:39][C:34]=3[C:33]([NH:32][CH2:31][C:30]3[CH:42]=[CH:43][C:44]([F:45])=[C:28]([F:27])[CH:29]=3)=[O:41])[CH:20]=2)=[CH:11]1, predict the reactants needed to synthesize it. The reactants are: C1(S([N:10]2[C:14]3=[N:15][CH:16]=[CH:17][CH:18]=[C:13]3[C:12]([C:19]3[CH:24]=[CH:23][N:22]=[C:21]([CH2:25][NH2:26])[CH:20]=3)=[CH:11]2)(=O)=O)C=CC=CC=1.[F:27][C:28]1[CH:29]=[C:30]([CH:42]=[CH:43][C:44]=1[F:45])[CH2:31][NH:32][C:33](=[O:41])[C:34]1[CH:39]=[CH:38][CH:37]=[N:36][C:35]=1F.